From a dataset of Peptide-MHC class I binding affinity with 185,985 pairs from IEDB/IMGT. Regression. Given a peptide amino acid sequence and an MHC pseudo amino acid sequence, predict their binding affinity value. This is MHC class I binding data. The peptide sequence is KTSLSNLLA. The MHC is HLA-B18:01 with pseudo-sequence HLA-B18:01. The binding affinity (normalized) is 0.0847.